Regression. Given a peptide amino acid sequence and an MHC pseudo amino acid sequence, predict their binding affinity value. This is MHC class I binding data. From a dataset of Peptide-MHC class I binding affinity with 185,985 pairs from IEDB/IMGT. (1) The peptide sequence is LTMQRLLANH. The MHC is HLA-A68:01 with pseudo-sequence HLA-A68:01. The binding affinity (normalized) is 0.317. (2) The binding affinity (normalized) is 0. The MHC is HLA-B07:02 with pseudo-sequence HLA-B07:02. The peptide sequence is VPSAEDNYLA.